This data is from Reaction yield outcomes from USPTO patents with 853,638 reactions. The task is: Predict the reaction yield, written as a fraction of the theoretical maximum amount of product (1.0 means a 100% yield; for example, 0.34 means a 34% yield). The reactants are [Br:1][C:2]1[CH:7]=[CH:6][C:5](Br)=[CH:4][N:3]=1.C([Li])CCC.CN(C)[CH:16]=[O:17]. The catalyst is C1COCC1.CCOCC. The product is [Br:1][C:2]1[N:3]=[CH:4][C:5]([CH:16]=[O:17])=[CH:6][CH:7]=1. The yield is 0.280.